From a dataset of Full USPTO retrosynthesis dataset with 1.9M reactions from patents (1976-2016). Predict the reactants needed to synthesize the given product. (1) The reactants are: [C:1]([CH2:3][CH:4]1[CH:10]([C:11]2[CH:16]=[CH:15][C:14]([Cl:17])=[C:13]([Cl:18])[CH:12]=2)[O:9][CH2:8][CH2:7][N:6](C(OC(C)(C)C)=O)[CH2:5]1)#[N:2].Cl.C(O)C. Given the product [ClH:17].[Cl:18][C:13]1[CH:12]=[C:11]([CH:10]2[O:9][CH2:8][CH2:7][NH:6][CH2:5][CH:4]2[CH2:3][C:1]#[N:2])[CH:16]=[CH:15][C:14]=1[Cl:17], predict the reactants needed to synthesize it. (2) Given the product [Cl:17][C:18]1[CH:23]=[CH:22][CH:21]=[C:20]([Cl:24])[C:19]=1[N:25]1[C:10](=[O:12])[C:9]2[C:4](=[N:5][C:6]([S:15][CH3:16])=[N:7][CH:8]=2)[NH:3][C:26]1=[O:27], predict the reactants needed to synthesize it. The reactants are: [H-].[Na+].[NH2:3][C:4]1[C:9]([C:10]([O:12]CC)=O)=[CH:8][N:7]=[C:6]([S:15][CH3:16])[N:5]=1.[Cl:17][C:18]1[CH:23]=[CH:22][CH:21]=[C:20]([Cl:24])[C:19]=1[N:25]=[C:26]=[O:27].Cl. (3) Given the product [C:12]([C:8]1[CH:9]=[C:10]2[C:5](=[CH:6][CH:7]=1)[NH:4][C:3](/[CH:1]=[CH:33]/[C:34]([O:36][CH2:37][CH3:38])=[O:35])=[CH:11]2)#[N:13], predict the reactants needed to synthesize it. The reactants are: [CH:1]([C:3]1[NH:4][C:5]2[C:10]([CH:11]=1)=[CH:9][C:8]([C:12]#[N:13])=[CH:7][CH:6]=2)=O.C1(P(=[CH:33][C:34]([O:36][CH2:37][CH3:38])=[O:35])(C2C=CC=CC=2)C2C=CC=CC=2)C=CC=CC=1.